Dataset: Reaction yield outcomes from USPTO patents with 853,638 reactions. Task: Predict the reaction yield, written as a fraction of the theoretical maximum amount of product (1.0 means a 100% yield; for example, 0.34 means a 34% yield). (1) The reactants are B.C1COCC1.[Br:7][C:8]1[CH:9]=[CH:10][C:11]2[C:12]3[C:21](=O)[NH:20][CH2:19][CH2:18][CH2:17][C:13]=3[NH:14][C:15]=2[CH:16]=1.C([O-])([O-])=O.[K+].[K+].[CH3:29][C:30]([O:33][C:34](O[C:34]([O:33][C:30]([CH3:32])([CH3:31])[CH3:29])=[O:35])=[O:35])([CH3:32])[CH3:31]. The catalyst is C1COCC1.O.CC(O)=O. The product is [Br:7][C:8]1[CH:9]=[CH:10][C:11]2[C:12]3[CH2:21][N:20]([C:34]([O:33][C:30]([CH3:32])([CH3:31])[CH3:29])=[O:35])[CH2:19][CH2:18][CH2:17][C:13]=3[NH:14][C:15]=2[CH:16]=1. The yield is 0.540. (2) The reactants are [NH2:1][C:2]1[C:11]([N+:12]([O-:14])=[O:13])=[CH:10][C:5]2[NH:6][C:7](=[O:9])[O:8][C:4]=2[CH:3]=1.[CH2:15]([CH:22]1[CH2:27][CH2:26][N:25]([C:28](=[O:32])[C:29](Cl)=[O:30])[CH2:24][CH2:23]1)[C:16]1[CH:21]=[CH:20][CH:19]=[CH:18][CH:17]=1. The catalyst is C(Cl)(Cl)Cl. The product is [CH2:15]([CH:22]1[CH2:23][CH2:24][N:25]([C:28](=[O:32])[C:29]([NH:1][C:2]2[C:11]([N+:12]([O-:14])=[O:13])=[CH:10][C:5]3[NH:6][C:7](=[O:9])[O:8][C:4]=3[CH:3]=2)=[O:30])[CH2:26][CH2:27]1)[C:16]1[CH:17]=[CH:18][CH:19]=[CH:20][CH:21]=1. The yield is 0.470. (3) The reactants are [C:1]([O:5][C:6](=[O:37])[N:7]([CH2:16][C:17]1[CH:18]=[N:19][C:20]([CH3:36])=[C:21]([O:26][CH2:27][C:28]2[CH:33]=[CH:32][CH:31]=[C:30]([C:34]#[N:35])[CH:29]=2)[C:22]=1[CH:23](O)[CH3:24])[C:8]1[CH:13]=[CH:12][C:11]([C:14]#[N:15])=[CH:10][CH:9]=1)([CH3:4])([CH3:3])[CH3:2].COCCN(S(F)(F)[F:48])CCOC.C(=O)(O)[O-].[Na+].CCCCCC. The catalyst is ClCCl. The product is [C:1]([O:5][C:6](=[O:37])[N:7]([CH2:16][C:17]1[CH:18]=[N:19][C:20]([CH3:36])=[C:21]([O:26][CH2:27][C:28]2[CH:33]=[CH:32][CH:31]=[C:30]([C:34]#[N:35])[CH:29]=2)[C:22]=1[CH:23]([F:48])[CH3:24])[C:8]1[CH:13]=[CH:12][C:11]([C:14]#[N:15])=[CH:10][CH:9]=1)([CH3:4])([CH3:3])[CH3:2].[CH3:36][C:20]1[N:19]=[CH:18][C:17]2[CH2:16][N:7]([C:8]3[CH:9]=[CH:10][C:11]([C:14]#[N:15])=[CH:12][CH:13]=3)[C:6](=[O:37])[O:5][CH:23]([CH3:24])[C:22]=2[C:21]=1[O:26][CH2:27][C:28]1[CH:33]=[CH:32][CH:31]=[C:30]([C:34]#[N:35])[CH:29]=1. The yield is 0.220. (4) The yield is 0.810. The reactants are [Br:1][C:2]1[CH:7]=[CH:6][N:5]=[C:4]([C:8]([OH:10])=O)[CH:3]=1.[O:11]1[CH:15]=[N:14][N:13]=[C:12]1[C:16]1[CH:17]=[C:18]([NH2:22])[CH:19]=[CH:20][CH:21]=1.F[P-](F)(F)(F)(F)F.N1(OC(N(C)C)=[N+](C)C)C2N=CC=CC=2N=N1.C(N(C(C)C)CC)(C)C. The product is [O:11]1[CH:15]=[N:14][N:13]=[C:12]1[C:16]1[CH:17]=[C:18]([NH:22][C:8](=[O:10])[C:4]2[CH:3]=[C:2]([Br:1])[CH:7]=[CH:6][N:5]=2)[CH:19]=[CH:20][CH:21]=1. The catalyst is CN(C)C=O. (5) The reactants are [F:1][C:2]1[CH:7]=[C:6]([F:8])[CH:5]=[C:4](F)[C:3]=1[C:10](=[O:22])[CH2:11][C:12]([C:14]1[CH:19]=[CH:18][C:17]([O:20][CH3:21])=[CH:16][CH:15]=1)=[O:13]. The catalyst is CS(C)=O.O. The product is [F:1][C:2]1[CH:7]=[C:6]([F:8])[CH:5]=[C:4]2[C:3]=1[C:10](=[O:22])[CH:11]=[C:12]([C:14]1[CH:19]=[CH:18][C:17]([O:20][CH3:21])=[CH:16][CH:15]=1)[O:13]2. The yield is 0.680.